Dataset: Peptide-MHC class I binding affinity with 185,985 pairs from IEDB/IMGT. Task: Regression. Given a peptide amino acid sequence and an MHC pseudo amino acid sequence, predict their binding affinity value. This is MHC class I binding data. (1) The peptide sequence is NSLRAEDTAVY. The MHC is Mamu-A02 with pseudo-sequence Mamu-A02. The binding affinity (normalized) is 0.860. (2) The peptide sequence is NVMAADPPK. The MHC is HLA-A30:01 with pseudo-sequence HLA-A30:01. The binding affinity (normalized) is 0.359. (3) The peptide sequence is DFISMYFPW. The MHC is HLA-B15:01 with pseudo-sequence HLA-B15:01. The binding affinity (normalized) is 0.0847. (4) The peptide sequence is PEDDGTDWF. The MHC is HLA-A29:02 with pseudo-sequence HLA-A29:02. The binding affinity (normalized) is 0.0847. (5) The peptide sequence is TPAVCGPVI. The MHC is HLA-B07:02 with pseudo-sequence HLA-B07:02. The binding affinity (normalized) is 0.706. (6) The peptide sequence is RRSRPSGDL. The MHC is Mamu-A2201 with pseudo-sequence Mamu-A2201. The binding affinity (normalized) is 0.